This data is from Forward reaction prediction with 1.9M reactions from USPTO patents (1976-2016). The task is: Predict the product of the given reaction. (1) Given the reactants [F:1][C:2]1[CH:7]=[CH:6][C:5]([S:8][C:9]2[N:10]=[C:11]([NH:18][C:19]3[N:23](CC4C=CC(OC)=CC=4)[N:22]=[CH:21][CH:20]=3)[C:12]3[CH:17]=[CH:16][NH:15][C:13]=3[N:14]=2)=[CH:4][CH:3]=1, predict the reaction product. The product is: [F:1][C:2]1[CH:7]=[CH:6][C:5]([S:8][C:9]2[N:10]=[C:11]([NH:18][C:19]3[NH:23][N:22]=[CH:21][CH:20]=3)[C:12]3[CH:17]=[CH:16][NH:15][C:13]=3[N:14]=2)=[CH:4][CH:3]=1. (2) Given the reactants [NH2:1][CH2:2][C@@H:3]1[O:7][C:6](=[O:8])[N:5]([C:9]2[CH:14]=[CH:13][C:12]([I:15])=[C:11]([F:16])[CH:10]=2)[CH2:4]1.N1C=CC=CC=1.Cl[C:24]([O:26][CH3:27])=[O:25], predict the reaction product. The product is: [CH3:27][O:26][C:24](=[O:25])[NH:1][CH2:2][C@@H:3]1[O:7][C:6](=[O:8])[N:5]([C:9]2[CH:14]=[CH:13][C:12]([I:15])=[C:11]([F:16])[CH:10]=2)[CH2:4]1. (3) The product is: [Cl:29][C:23]1[C:24]([Cl:28])=[CH:25][CH:26]=[CH:27][C:22]=1[S:19]([NH:18][C:12]1[C:11]([O:9][CH2:3][C:4]2[O:8][CH:7]=[CH:6][CH:5]=2)=[N:16][C:15]([CH3:17])=[CH:14][N:13]=1)(=[O:20])=[O:21]. Given the reactants [H-].[Na+].[CH2:3]([OH:9])[C:4]1[O:8][CH:7]=[CH:6][CH:5]=1.Br[C:11]1[C:12]([NH:18][S:19]([C:22]2[CH:27]=[CH:26][CH:25]=[C:24]([Cl:28])[C:23]=2[Cl:29])(=[O:21])=[O:20])=[N:13][CH:14]=[C:15]([CH3:17])[N:16]=1.C(O)(=O)CC(CC(O)=O)(C(O)=O)O, predict the reaction product. (4) Given the reactants Br[C:2]1[CH:10]=[C:9]2[C:5]([CH2:6][CH2:7][C:8]2([CH3:12])[CH3:11])=[CH:4][CH:3]=1.[B:13]1([B:13]2[O:17][C:16]([CH3:19])([CH3:18])[C:15]([CH3:21])([CH3:20])[O:14]2)[O:17][C:16]([CH3:19])([CH3:18])[C:15]([CH3:21])([CH3:20])[O:14]1.C([O-])(=O)C.[K+], predict the reaction product. The product is: [CH3:11][C:8]1([CH3:12])[C:9]2[C:5](=[CH:4][CH:3]=[C:2]([B:13]3[O:17][C:16]([CH3:19])([CH3:18])[C:15]([CH3:21])([CH3:20])[O:14]3)[CH:10]=2)[CH2:6][CH2:7]1. (5) Given the reactants Br[C:2]1[CH:3]=[C:4]([C:15]([NH:17][CH2:18][C:19]2[C:20](=[O:29])[NH:21][C:22]([CH3:28])=[CH:23][C:24]=2[CH2:25][CH2:26][CH3:27])=[O:16])[C:5]2[C:6]([CH3:14])=[N:7][N:8]([CH:11]([CH3:13])[CH3:12])[C:9]=2[CH:10]=1.CC1(C)C(C)(C)OB([C:38]2[CH:39]=[CH:40][C:41]([N:44]3[CH2:49][CH2:48][NH:47][CH2:46][CH2:45]3)=[N:42][CH:43]=2)O1, predict the reaction product. The product is: [CH3:14][C:6]1[C:5]2[C:4]([C:15]([NH:17][CH2:18][C:19]3[C:20](=[O:29])[NH:21][C:22]([CH3:28])=[CH:23][C:24]=3[CH2:25][CH2:26][CH3:27])=[O:16])=[CH:3][C:2]([C:38]3[CH:43]=[N:42][C:41]([N:44]4[CH2:45][CH2:46][NH:47][CH2:48][CH2:49]4)=[CH:40][CH:39]=3)=[CH:10][C:9]=2[N:8]([CH:11]([CH3:13])[CH3:12])[N:7]=1. (6) Given the reactants [C:1]([C:4]1[C:9](=O)[NH:8][C:7]([CH3:11])=[C:6]([C:12]([O:14][CH2:15][CH3:16])=[O:13])[CH:5]=1)(=[O:3])[CH3:2].O=P(Cl)(Cl)[Cl:19], predict the reaction product. The product is: [C:1]([C:4]1[C:9]([Cl:19])=[N:8][C:7]([CH3:11])=[C:6]([CH:5]=1)[C:12]([O:14][CH2:15][CH3:16])=[O:13])(=[O:3])[CH3:2]. (7) Given the reactants [C:1]([Si:5]([O:8][CH2:9][CH2:10][C:11]1[CH:16]=[CH:15][CH:14]=[CH:13][C:12]=1[F:17])([CH3:7])[CH3:6])([CH3:4])([CH3:3])[CH3:2].C([Li])(CC)C.CN(C)CCN(C)CCN(C)C.CN(C)[CH:37]=[O:38], predict the reaction product. The product is: [Si:5]([O:8][CH2:9][CH2:10][C:11]1[C:12]([F:17])=[C:13]([CH:14]=[CH:15][CH:16]=1)[CH:37]=[O:38])([C:1]([CH3:4])([CH3:2])[CH3:3])([CH3:6])[CH3:7]. (8) Given the reactants [CH2:1]([C:3]1[C:8]([CH:9]=O)=[CH:7][CH:6]=[CH:5][C:4]=1[C:11]1[S:15][C:14]([C:16]2[CH:17]=[CH:18][C:19]([O:24][CH:25]([CH3:27])[CH3:26])=[C:20]([CH:23]=2)[C:21]#[N:22])=[N:13][CH:12]=1)[CH3:2].C(O)(=O)C.C([O-])(=O)C.[Na+].[NH:37]1[CH2:42][CH2:41][CH:40]([C:43]([O:45][CH2:46][CH3:47])=[O:44])[CH2:39][CH2:38]1, predict the reaction product. The product is: [C:21]([C:20]1[CH:23]=[C:16]([C:14]2[S:15][C:11]([C:4]3[C:3]([CH2:1][CH3:2])=[C:8]([CH2:9][N:37]4[CH2:42][CH2:41][CH:40]([C:43]([O:45][CH2:46][CH3:47])=[O:44])[CH2:39][CH2:38]4)[CH:7]=[CH:6][CH:5]=3)=[CH:12][N:13]=2)[CH:17]=[CH:18][C:19]=1[O:24][CH:25]([CH3:27])[CH3:26])#[N:22]. (9) Given the reactants [CH2:1]([O:3][CH:4]([C:25]1[CH:30]=[CH:29][C:28]([O:31][CH3:32])=[CH:27][C:26]=1[OH:33])[C:5]1[CH:10]=[CH:9][CH:8]=[C:7]([O:11][CH2:12][C:13]2[N:14]=[C:15]([C:19]3[CH:24]=[CH:23][CH:22]=[CH:21][CH:20]=3)[O:16][C:17]=2[CH3:18])[CH:6]=1)[CH3:2].Br[CH2:35][C:36]([O:38]CC)=[O:37].C(=O)([O-])[O-].[K+].[K+].CN(C)C=O, predict the reaction product. The product is: [CH2:1]([O:3][CH:4]([C:5]1[CH:10]=[CH:9][CH:8]=[C:7]([O:11][CH2:12][C:13]2[N:14]=[C:15]([C:19]3[CH:24]=[CH:23][CH:22]=[CH:21][CH:20]=3)[O:16][C:17]=2[CH3:18])[CH:6]=1)[C:25]1[CH:30]=[CH:29][C:28]([O:31][CH3:32])=[CH:27][C:26]=1[O:33][CH2:35][C:36]([OH:38])=[O:37])[CH3:2]. (10) The product is: [CH2:1]=[CH:2][C:3]1[CH:8]=[CH:7][CH:6]=[CH:5][CH:4]=1.[CH2:16]([O:20][C:21](=[O:24])[CH:22]=[CH2:23])[CH2:17][CH2:18][CH3:19]. Given the reactants [CH2:1]=[CH:2][C:3]1[CH:8]=[CH:7][CH:6]=[CH:5][CH:4]=1.[Na].C(OO)(C)(C)C.[CH2:16]([O:20][C:21](=[O:24])[CH:22]=[CH2:23])[CH2:17][CH2:18][CH3:19], predict the reaction product.